This data is from Reaction yield outcomes from USPTO patents with 853,638 reactions. The task is: Predict the reaction yield, written as a fraction of the theoretical maximum amount of product (1.0 means a 100% yield; for example, 0.34 means a 34% yield). (1) The reactants are [Cl:1][C:2]1[C:7]([O:8][CH3:9])=[CH:6][C:5]([O:10][CH3:11])=[C:4]([Cl:12])[C:3]=1[C:13]1[C:24](=[O:25])[N:23]([CH2:26][CH2:27][O:28][CH:29]2[CH2:32][N:31](C(OC(C)(C)C)=O)[CH2:30]2)[C:16]2[N:17]=[C:18]([NH:21][CH3:22])[N:19]=[CH:20][C:15]=2[CH:14]=1.C(O)(C(F)(F)F)=O. The catalyst is C(Cl)Cl. The product is [NH:31]1[CH2:30][CH:29]([O:28][CH2:27][CH2:26][N:23]2[C:16]3[N:17]=[C:18]([NH:21][CH3:22])[N:19]=[CH:20][C:15]=3[CH:14]=[C:13]([C:3]3[C:4]([Cl:12])=[C:5]([O:10][CH3:11])[CH:6]=[C:7]([O:8][CH3:9])[C:2]=3[Cl:1])[C:24]2=[O:25])[CH2:32]1. The yield is 0.730. (2) The reactants are [NH:1]1[CH2:6][CH2:5][O:4][CH2:3][CH2:2]1.[N:7]1[C:14]([Cl:15])=[N:13][C:11](Cl)=[N:10][C:8]=1[Cl:9]. The catalyst is C(Cl)(Cl)Cl.O. The product is [Cl:9][C:8]1[N:7]=[C:14]([Cl:15])[N:13]=[C:11]([N:1]2[CH2:6][CH2:5][O:4][CH2:3][CH2:2]2)[N:10]=1. The yield is 0.390. (3) The reactants are Br[C:2]1[CH:3]=[CH:4][C:5](=[O:13])[N:6]([CH2:8][CH2:9][CH:10]([CH3:12])[CH3:11])[CH:7]=1.[CH3:14][S:15]([NH:18][C:19]1[CH:20]=[C:21](B(O)O)[CH:22]=[CH:23][CH:24]=1)(=[O:17])=[O:16]. No catalyst specified. The product is [CH2:8]([N:6]1[C:5](=[O:13])[CH:4]=[CH:3][C:2]([C:23]2[CH:24]=[C:19]([NH:18][S:15]([CH3:14])(=[O:16])=[O:17])[CH:20]=[CH:21][CH:22]=2)=[CH:7]1)[CH2:9][CH:10]([CH3:12])[CH3:11]. The yield is 0.770. (4) The reactants are Br[C:2]1[CH:11]=[CH:10][C:9]2[C:4](=[CH:5][CH:6]=[CH:7][CH:8]=2)[N:3]=1.[NH2:12][C:13]1[CH:18]=[CH:17][CH:16]=[CH:15][N:14]=1.C(O[K])(C)(C)C. The catalyst is C1(C)C=CC=CC=1.C(Cl)Cl.C1C=CC(/C=C/C(/C=C/C2C=CC=CC=2)=O)=CC=1.C1C=CC(/C=C/C(/C=C/C2C=CC=CC=2)=O)=CC=1.C1C=CC(/C=C/C(/C=C/C2C=CC=CC=2)=O)=CC=1.[Pd].[Pd]. The product is [N:14]1[CH:15]=[CH:16][CH:17]=[CH:18][C:13]=1[NH:12][C:2]1[CH:11]=[CH:10][C:9]2[C:4](=[CH:5][CH:6]=[CH:7][CH:8]=2)[N:3]=1. The yield is 0.450. (5) The reactants are [C:1]1([S:7]([N:10]2[CH2:18][C@H:17]([NH2:19])[CH2:16][C@H:11]2[C:12]([O:14][CH3:15])=[O:13])(=[O:9])=[O:8])[CH:6]=[CH:5][CH:4]=[CH:3][CH:2]=1.[C:20]([NH:27][CH2:28][CH2:29][CH2:30][CH2:31][CH2:32][C:33](O)=[O:34])([O:22][C:23]([CH3:26])([CH3:25])[CH3:24])=[O:21].CN(C(ON1N=NC2C=CC=NC1=2)=[N+](C)C)C.F[P-](F)(F)(F)(F)F.C(N(C(C)C)CC)(C)C. The catalyst is CN(C=O)C.CCOC(C)=O. The product is [C:1]1([S:7]([N:10]2[CH2:18][C@H:17]([NH:19][C:33](=[O:34])[CH2:32][CH2:31][CH2:30][CH2:29][CH2:28][NH:27][C:20]([O:22][C:23]([CH3:25])([CH3:24])[CH3:26])=[O:21])[CH2:16][C@H:11]2[C:12]([O:14][CH3:15])=[O:13])(=[O:8])=[O:9])[CH:2]=[CH:3][CH:4]=[CH:5][CH:6]=1. The yield is 0.580. (6) The reactants are [CH:1]1[CH:5]=[C:4]([CH2:6][C:7]2[NH:11][C:10](C[C:10]3[NH:11][C:7]([CH2:6][C:4]4[NH:3][CH:2]=[CH:1][CH:5]=4)=[CH:8][CH:9]=3)=[CH:9][CH:8]=2)[NH:3][CH:2]=1.C(C1C=CC(C=O)=CC=1)(C)(C)C.N1C=CC=C1. No catalyst specified. The product is [CH:9]1[CH:8]=[C:7]([CH2:6][C:4]2[NH:3][CH:2]=[CH:1][CH:5]=2)[NH:11][CH:10]=1. The yield is 0.790. (7) The reactants are Br[C:2]1[CH:7]=[CH:6][C:5]([C@@H:8]([N:10]2[CH2:15][CH2:14][C@:13]([CH2:22][C:23]([OH:26])([CH3:25])[CH3:24])([C:16]3[CH:21]=[CH:20][CH:19]=[CH:18][CH:17]=3)[O:12][C:11]2=[O:27])[CH3:9])=[CH:4][CH:3]=1.[CH3:28][C:29]1([CH3:45])[C:33]([CH3:35])([CH3:34])[O:32][B:31]([B:31]2[O:32][C:33]([CH3:35])([CH3:34])[C:29]([CH3:45])([CH3:28])[O:30]2)[O:30]1.CC([O-])=O.[K+]. The catalyst is CS(C)=O.C1C=CC(P(C2C=CC=CC=2)[C-]2C=CC=C2)=CC=1.C1C=CC(P(C2C=CC=CC=2)[C-]2C=CC=C2)=CC=1.Cl[Pd]Cl.[Fe+2]. The product is [OH:26][C:23]([CH3:25])([CH3:24])[CH2:22][C@@:13]1([C:16]2[CH:21]=[CH:20][CH:19]=[CH:18][CH:17]=2)[O:12][C:11](=[O:27])[N:10]([C@H:8]([C:5]2[CH:6]=[CH:7][C:2]([B:31]3[O:32][C:33]([CH3:35])([CH3:34])[C:29]([CH3:45])([CH3:28])[O:30]3)=[CH:3][CH:4]=2)[CH3:9])[CH2:15][CH2:14]1. The yield is 0.600.